The task is: Predict the reaction yield, written as a fraction of the theoretical maximum amount of product (1.0 means a 100% yield; for example, 0.34 means a 34% yield).. This data is from Reaction yield outcomes from USPTO patents with 853,638 reactions. (1) The reactants are C(N(C(C)C)CC)(C)C.[CH3:10][N:11]([CH3:30])[C:12]([CH:14]1[CH2:19][CH2:18][N:17]([S:20]([C:23]2[CH:28]=[CH:27][C:26]([NH2:29])=[CH:25][CH:24]=2)(=[O:22])=[O:21])[CH2:16][CH2:15]1)=[O:13].[C:31](Cl)(=[O:34])[CH:32]=[CH2:33]. The catalyst is C1COCC1. The product is [CH3:10][N:11]([CH3:30])[C:12]([CH:14]1[CH2:15][CH2:16][N:17]([S:20]([C:23]2[CH:24]=[CH:25][C:26]([NH:29][C:31](=[O:34])[CH:32]=[CH2:33])=[CH:27][CH:28]=2)(=[O:22])=[O:21])[CH2:18][CH2:19]1)=[O:13]. The yield is 0.150. (2) The reactants are C([O:4][C@:5]1(O)[CH2:9][N:8]([C:10]([O:12][C:13]([CH3:16])([CH3:15])[CH3:14])=[O:11])[C@H:7]([CH2:17][O:18][C:19]2[CH:28]=[CH:27][C:22]([C:23]([O:25][CH3:26])=[O:24])=[CH:21][CH:20]=2)[CH2:6]1)(=O)C.C([O-])([O-])=O.[K+].[K+]. The catalyst is CO. The product is [C:13]([O:12][C:10]([N:8]1[CH2:9][C@@H:5]([OH:4])[CH2:6][C@H:7]1[CH2:17][O:18][C:19]1[CH:20]=[CH:21][C:22]([C:23]([O:25][CH3:26])=[O:24])=[CH:27][CH:28]=1)=[O:11])([CH3:16])([CH3:14])[CH3:15]. The yield is 0.870. (3) The reactants are [Cl:1][C:2]1[N:3]=[C:4](Cl)[C:5]2[NH:10][N:9]=[C:8]([CH:11]([CH3:13])[CH3:12])[C:6]=2[N:7]=1.[Cl:15][C:16]1[CH:17]=[C:18]([CH:20]=[CH:21][CH:22]=1)[NH2:19]. The catalyst is C(N(C(C)C)CC)(C)C. The product is [Cl:15][C:16]1[CH:17]=[C:18]([CH:20]=[CH:21][CH:22]=1)[NH:19][C:4]1[C:5]2[NH:10][N:9]=[C:8]([CH:11]([CH3:13])[CH3:12])[C:6]=2[N:7]=[C:2]([Cl:1])[N:3]=1. The yield is 0.160.